This data is from Forward reaction prediction with 1.9M reactions from USPTO patents (1976-2016). The task is: Predict the product of the given reaction. (1) Given the reactants [C:1]1([CH:7]([C:68]2[CH:73]=[CH:72][CH:71]=[CH:70][CH:69]=2)[C@@H:8]([NH:49][C:50](=[O:67])[C@H:51]([CH2:63][CH:64]([CH3:66])[CH3:65])[NH:52][C:53]([O:55][CH2:56][C:57]2[CH:62]=[CH:61][CH:60]=[CH:59][CH:58]=2)=[O:54])[CH:9]=[CH:10][S:11]([CH:14]=[CH:15][C@H:16]([NH:30][C:31](=[O:48])[C@H:32]([CH2:44][CH:45]([CH3:47])[CH3:46])[NH:33][C:34]([O:36][CH2:37][C:38]2[CH:43]=[CH:42][CH:41]=[CH:40][CH:39]=2)=[O:35])[CH:17]([C:24]2[CH:29]=[CH:28][CH:27]=[CH:26][CH:25]=2)[C:18]2[CH:23]=[CH:22][CH:21]=[CH:20][CH:19]=2)(=[O:13])=[O:12])[CH:6]=[CH:5][CH:4]=[CH:3][CH:2]=1.C([Li])CCC.C(OO)(C)(C)C.C1(C(C2C=CC=CC=2)[C@H](NC(=O)[C@H](CC(C)C)NC(OCC2C=CC=CC=2)=O)C=CS(C=C[C@@H](NC(=O)[C@H](CC(C)C)NC(OCC2C=CC=CC=2)=O)C(C2C=CC=CC=2)C2C=CC=CC=2)(=O)=O)C=CC=CC=1, predict the reaction product. The product is: [C:18]1([CH:17]([C:24]2[CH:25]=[CH:26][CH:27]=[CH:28][CH:29]=2)[C:16]([NH:30][C:31](=[O:48])[C@H:32]([CH2:44][CH:45]([CH3:46])[CH3:47])[NH:33][C:34]([O:36][CH2:37][C:38]2[CH:43]=[CH:42][CH:41]=[CH:40][CH:39]=2)=[O:35])=[CH:15][CH2:14][S:11]([CH2:10][CH:9]=[C:8]([NH:49][C:50](=[O:67])[C@H:51]([CH2:63][CH:64]([CH3:66])[CH3:65])[NH:52][C:53]([O:55][CH2:56][C:57]2[CH:58]=[CH:59][CH:60]=[CH:61][CH:62]=2)=[O:54])[CH:7]([C:1]2[CH:6]=[CH:5][CH:4]=[CH:3][CH:2]=2)[C:68]2[CH:69]=[CH:70][CH:71]=[CH:72][CH:73]=2)(=[O:12])=[O:13])[CH:23]=[CH:22][CH:21]=[CH:20][CH:19]=1. (2) Given the reactants Cl[C:2]1[C:3]2[CH:11]=[C:10]([CH3:12])[O:9][C:4]=2[N:5]=[C:6]([CH3:8])[N:7]=1.[CH3:13][O:14][C:15]1[CH:16]=[C:17]2[C:22](=[CH:23][CH:24]=1)[NH:21][CH2:20][CH2:19][CH2:18]2, predict the reaction product. The product is: [CH3:13][O:14][C:15]1[CH:16]=[C:17]2[C:22](=[CH:23][CH:24]=1)[N:21]([C:2]1[C:3]3[CH:11]=[C:10]([CH3:12])[O:9][C:4]=3[N:5]=[C:6]([CH3:8])[N:7]=1)[CH2:20][CH2:19][CH2:18]2.